Dataset: Forward reaction prediction with 1.9M reactions from USPTO patents (1976-2016). Task: Predict the product of the given reaction. (1) Given the reactants [CH3:1][O:2][C:3]1[CH:8]=[CH:7][CH:6]=[CH:5][C:4]=1[OH:9].F[C:11]1[CH:16]=[CH:15][CH:14]=[CH:13][C:12]=1[N+:17]([O-:19])=[O:18].COC1C=CC=CC=1OC1C=CC=CC=1N.NC1SC=CN=1, predict the reaction product. The product is: [CH3:1][O:2][C:3]1[CH:8]=[CH:7][CH:6]=[CH:5][C:4]=1[O:9][C:11]1[CH:16]=[CH:15][CH:14]=[CH:13][C:12]=1[N+:17]([O-:19])=[O:18]. (2) Given the reactants OO.[CH3:3][C:4]1([CH3:23])[C:12]2[C:7](=[CH:8][CH:9]=[C:10]([O:13][C:14]3[CH:21]=[CH:20][C:17]([C:18]#[N:19])=[CH:16][N:15]=3)[CH:11]=2)[C:6](=[O:22])[CH2:5]1.C([O-])([O-])=[O:25].[K+].[K+].CS(C)=O, predict the reaction product. The product is: [CH3:3][C:4]1([CH3:23])[C:12]2[C:7](=[CH:8][CH:9]=[C:10]([O:13][C:14]3[CH:21]=[CH:20][C:17]([C:18]([NH2:19])=[O:25])=[CH:16][N:15]=3)[CH:11]=2)[C:6](=[O:22])[CH2:5]1. (3) Given the reactants [CH3:1][NH:2][C:3]([C:5]1[CH:10]=[C:9]([O:11][C:12]2[CH:17]=[CH:16][C:15]([CH2:18][CH2:19][C:20]([OH:22])=O)=[CH:14][CH:13]=2)[CH:8]=[CH:7][N:6]=1)=[O:4].[NH2:23][C:24]1[CH:29]=[CH:28][CH:27]=[CH:26][CH:25]=1.CN(C(ON1N=NC2C=CC=CC1=2)=[N+](C)C)C.[B-](F)(F)(F)F.CCN(C(C)C)C(C)C, predict the reaction product. The product is: [NH:23]([C:20](=[O:22])[CH2:19][CH2:18][C:15]1[CH:14]=[CH:13][C:12]([O:11][C:9]2[CH:8]=[CH:7][N:6]=[C:5]([C:3]([NH:2][CH3:1])=[O:4])[CH:10]=2)=[CH:17][CH:16]=1)[C:24]1[CH:29]=[CH:28][CH:27]=[CH:26][CH:25]=1. (4) Given the reactants Cl.[CH2:2]([N:5]1[C:9]2=[C:10]([CH2:14][NH:15][C:16]3[CH:21]=[CH:20][C:19]([F:22])=[CH:18][CH:17]=3)[N:11]=[CH:12][CH:13]=[C:8]2[C:7]([CH3:23])=[C:6]1[CH3:24])[CH:3]=[CH2:4].C(=O)(O)[O-].[Na+], predict the reaction product. The product is: [CH2:2]([N:5]1[C:9]2=[C:10]([CH2:14][NH:15][C:16]3[CH:17]=[CH:18][C:19]([F:22])=[CH:20][CH:21]=3)[N:11]=[CH:12][CH:13]=[C:8]2[C:7]([CH3:23])=[C:6]1[CH3:24])[CH:3]=[CH2:4]. (5) Given the reactants [C:1](Cl)(=[O:5])[CH:2]([CH3:4])[CH3:3].[CH3:7][O:8][CH2:9][CH2:10][C:11]1[N:12]([CH2:32][CH2:33][CH3:34])[C:13]2[C:22]3[CH:21]=[CH:20][C:19]([O:23][CH:24]4[CH2:29][CH2:28][NH:27][CH2:26][CH2:25]4)=[CH:18][C:17]=3[N:16]=[C:15]([NH2:30])[C:14]=2[N:31]=1.C(=O)([O-])[O-].[Na+].[Na+].O, predict the reaction product. The product is: [C:1]([N:27]1[CH2:26][CH2:25][CH:24]([O:23][C:19]2[CH:20]=[CH:21][C:22]3[C:13]4[N:12]([CH2:32][CH2:33][CH3:34])[C:11]([CH2:10][CH2:9][O:8][CH3:7])=[N:31][C:14]=4[C:15]([NH2:30])=[N:16][C:17]=3[CH:18]=2)[CH2:29][CH2:28]1)(=[O:5])[CH:2]([CH3:4])[CH3:3]. (6) Given the reactants [F:1][C:2]1[CH:7]=[CH:6][C:5]([NH:8][C:9]2[N:17]=[C:16]([NH:18][NH2:19])[N:15]=[C:14]3[C:10]=2[N:11]=[CH:12][N:13]3[CH3:20])=[CH:4][CH:3]=1.[CH3:21][C:22](=O)[CH2:23][C:24](=O)[CH3:25].O, predict the reaction product. The product is: [CH3:21][C:22]1[CH:23]=[C:24]([CH3:25])[N:18]([C:16]2[N:15]=[C:14]3[C:10]([N:11]=[CH:12][N:13]3[CH3:20])=[C:9]([NH:8][C:5]3[CH:6]=[CH:7][C:2]([F:1])=[CH:3][CH:4]=3)[N:17]=2)[N:19]=1.